This data is from Full USPTO retrosynthesis dataset with 1.9M reactions from patents (1976-2016). The task is: Predict the reactants needed to synthesize the given product. (1) The reactants are: [C:1](Cl)(=[O:19])[CH2:2][CH2:3][CH2:4][CH2:5][CH2:6][CH2:7][CH2:8]/[CH:9]=[CH:10]\[CH2:11][CH2:12][CH2:13][CH2:14][CH2:15][CH2:16][CH2:17][CH3:18].[NH2:21][CH:22]([C:27]([OH:29])=[O:28])[CH2:23][CH2:24][S:25][CH3:26].[OH-:30].[K+:31]. Given the product [K+:31].[C:1]([NH:21][CH:22]([C:27]([O-:29])=[O:28])[CH2:23][CH2:24][S:25][CH3:26])(=[O:19])[CH2:2][CH2:3][CH2:4][CH2:5][CH2:6][CH2:7][CH2:8]/[CH:9]=[CH:10]\[CH2:11][CH2:12][CH2:13][CH2:14][CH2:15][CH2:16][CH2:17][CH3:18].[OH-:30].[K+:31], predict the reactants needed to synthesize it. (2) Given the product [CH2:1]([C:3]1[CH:8]=[C:7]([CH3:9])[CH:6]=[C:5]([CH2:10][CH3:11])[C:4]=1[C:12]1[C:13](=[O:30])[N:14]([CH3:29])[N:15]=[C:16]([CH3:28])[C:17]=1[OH:31])[CH3:2], predict the reactants needed to synthesize it. The reactants are: [CH2:1]([C:3]1[CH:8]=[C:7]([CH3:9])[CH:6]=[C:5]([CH2:10][CH3:11])[C:4]=1[C:12]1[C:13](=[O:30])[N:14]([CH3:29])[N:15]=[C:16]([CH3:28])[C:17]=1S(C1C=CC(C)=CC=1)(=O)=O)[CH3:2].[OH-:31].[Na+]. (3) Given the product [C:1]([O:5][C:6]([N:8]1[C:12](=[O:13])[CH:11]2[CH:10]([CH:27]3[CH2:26][CH:25]2[CH:24]=[CH:23]3)[CH:9]1[C:14]([CH3:22])([CH3:21])[O:15][SiH2:16][C:17]([CH3:20])([CH3:19])[CH3:18])=[O:7])([CH3:4])([CH3:3])[CH3:2], predict the reactants needed to synthesize it. The reactants are: [C:1]([O:5][C:6]([N:8]1[C:12](=[O:13])[CH:11]=[CH:10][CH:9]1[C:14]([CH3:22])([CH3:21])[O:15][SiH2:16][C:17]([CH3:20])([CH3:19])[CH3:18])=[O:7])([CH3:4])([CH3:3])[CH3:2].[CH:23]1[CH2:27][CH:26]=[CH:25][CH:24]=1. (4) Given the product [C:47]([N:51]1[CH2:55][C@@H:54]([C:56]2[CH:61]=[CH:60][C:59]([F:62])=[CH:58][C:57]=2[F:63])[C@H:53]([C:30]([N:27]2[CH2:28][CH2:29][CH:24]([C:17]3[CH:18]=[C:19]([CH3:23])[C:20]([CH3:22])=[CH:21][C:16]=3[C@@H:13]([NH:12][C:10](=[O:11])[O:9][CH2:2][C:3]3[CH:4]=[CH:5][CH:6]=[CH:7][CH:8]=3)[CH2:14][CH3:15])[CH2:25][CH2:26]2)=[O:31])[CH2:52]1)([CH3:50])([CH3:48])[CH3:49], predict the reactants needed to synthesize it. The reactants are: Cl.[CH2:2]([O:9][C:10]([NH:12][C@H:13]([C:16]1[CH:21]=[C:20]([CH3:22])[C:19]([CH3:23])=[CH:18][C:17]=1[CH:24]1[CH2:29][CH2:28][N:27]([C:30](OC(C)(C)C)=[O:31])[CH2:26][CH2:25]1)[CH2:14][CH3:15])=[O:11])[C:3]1[CH:8]=[CH:7][CH:6]=[CH:5][CH:4]=1.CCN(C(C)C)C(C)C.Cl.[C:47]([N:51]1[CH2:55][C@@H:54]([C:56]2[CH:61]=[CH:60][C:59]([F:62])=[CH:58][C:57]=2[F:63])[C@H:53](C(O)=O)[CH2:52]1)([CH3:50])([CH3:49])[CH3:48].CN(C(ON1N=NC2C=CC=NC1=2)=[N+](C)C)C.F[P-](F)(F)(F)(F)F. (5) Given the product [CH3:1][O:2][C:3]1[CH:10]=[CH:9][C:6]([CH:7]=[C:14]([C:15](=[O:17])[CH3:16])[C:11](=[O:13])[CH3:12])=[CH:5][CH:4]=1, predict the reactants needed to synthesize it. The reactants are: [CH3:1][O:2][C:3]1[CH:10]=[CH:9][C:6]([CH:7]=O)=[CH:5][CH:4]=1.[C:11]([CH2:14][C:15](=[O:17])[CH3:16])(=[O:13])[CH3:12].N1CCCCC1.